From a dataset of Forward reaction prediction with 1.9M reactions from USPTO patents (1976-2016). Predict the product of the given reaction. (1) Given the reactants [CH3:1]I.[H-].[Na+].[OH:5][CH2:6][CH2:7][O:8][C:9]1[C:14]([O:15][CH3:16])=[CH:13][C:12]([I:17])=[CH:11][C:10]=1[O:18][CH3:19].O, predict the reaction product. The product is: [I:17][C:12]1[CH:11]=[C:10]([O:18][CH3:19])[C:9]([O:8][CH2:7][CH2:6][O:5][CH3:1])=[C:14]([O:15][CH3:16])[CH:13]=1. (2) Given the reactants [C:1]1([C:22]2[CH:27]=[CH:26][CH:25]=[CH:24][CH:23]=2)[CH:6]=[CH:5][CH:4]=[CH:3][C:2]=1[NH:7][C:8]([O:10][CH:11]1[CH2:16][CH2:15][N:14]([CH2:17][CH2:18][C:19](O)=[O:20])[CH2:13][CH2:12]1)=[O:9].[NH2:28][C:29]1[C:38]([CH3:39])=[CH:37][C:32]([C:33]([O:35][CH3:36])=[O:34])=[C:31]([CH3:40])[CH:30]=1.F[P-](F)(F)(F)(F)F.N1(OC(N(C)C)=[N+](C)C)C2N=CC=CC=2N=N1, predict the reaction product. The product is: [C:1]1([C:22]2[CH:27]=[CH:26][CH:25]=[CH:24][CH:23]=2)[CH:6]=[CH:5][CH:4]=[CH:3][C:2]=1[NH:7][C:8]([O:10][CH:11]1[CH2:12][CH2:13][N:14]([CH2:17][CH2:18][C:19]([NH:28][C:29]2[C:38]([CH3:39])=[CH:37][C:32]([C:33]([O:35][CH3:36])=[O:34])=[C:31]([CH3:40])[CH:30]=2)=[O:20])[CH2:15][CH2:16]1)=[O:9]. (3) Given the reactants [CH2:1]([C:5]1[NH:6][C:7](=[O:20])[N:8]([C:10]2[CH:15]=[CH:14][CH:13]=[CH:12][C:11]=2[C:16]([F:19])([F:18])[F:17])[CH:9]=1)[CH:2]([CH3:4])[CH3:3].I[CH3:22], predict the reaction product. The product is: [CH2:1]([C:5]1[N:6]([CH3:22])[C:7](=[O:20])[N:8]([C:10]2[CH:15]=[CH:14][CH:13]=[CH:12][C:11]=2[C:16]([F:19])([F:17])[F:18])[CH:9]=1)[CH:2]([CH3:4])[CH3:3]. (4) Given the reactants [CH3:1][O:2][C:3](=[O:21])[CH2:4][C:5]1[C:14]2[C:9](=[CH:10][CH:11]=[C:12]([C:15]#[C:16][Si](C)(C)C)[CH:13]=2)[CH:8]=[N:7][CH:6]=1.C([O-])([O-])=O.[K+].[K+].C(O)(=O)C, predict the reaction product. The product is: [CH3:1][O:2][C:3](=[O:21])[CH2:4][C:5]1[C:14]2[C:9](=[CH:10][CH:11]=[C:12]([C:15]#[CH:16])[CH:13]=2)[CH:8]=[N:7][CH:6]=1. (5) Given the reactants [OH:1][N:2]=[C:3]([C:5]1[C:9]([NH:10][CH2:11][CH2:12][NH:13][S:14]([CH3:17])(=[O:16])=[O:15])=[N:8][O:7][N:6]=1)[NH2:4].N[C:19]1[CH:20]=[CH:21][C:22]([F:27])=[C:23]([CH:26]=1)[C:24]#[N:25], predict the reaction product. The product is: [C:24]([C:23]1[CH:26]=[C:19]([NH:4][C:3]([C:5]2[C:9]([NH:10][CH2:11][CH2:12][NH:13][S:14]([CH3:17])(=[O:16])=[O:15])=[N:8][O:7][N:6]=2)=[N:2][OH:1])[CH:20]=[CH:21][C:22]=1[F:27])#[N:25]. (6) Given the reactants [CH2:1]([O:8][C:9]([N:11]1[CH2:15][CH2:14][CH2:13][CH:12]1[C:16]([OH:18])=[O:17])=[O:10])[C:2]1[CH:7]=[CH:6][CH:5]=[CH:4][CH:3]=1.[C:19](=O)([O-])O.[K+].CI, predict the reaction product. The product is: [CH3:19][O:17][C:16]([CH:12]1[CH2:13][CH2:14][CH2:15][N:11]1[C:9]([O:8][CH2:1][C:2]1[CH:3]=[CH:4][CH:5]=[CH:6][CH:7]=1)=[O:10])=[O:18]. (7) The product is: [S:23]([N:22]1[C:38]2[C:33](=[CH:34][C:35]3[N:45]([S:46]([C:49]4[CH:50]=[CH:51][C:52]([CH3:55])=[CH:53][CH:54]=4)(=[O:48])=[O:47])[C:40]4[C:39]([C:36]=3[CH:37]=2)=[CH:44][CH:43]=[CH:42][CH:41]=4)[C:16]2[C:17]1=[CH:18][CH:19]=[CH:20][CH:21]=2)([C:26]1[CH:27]=[CH:28][C:29]([CH3:32])=[CH:30][CH:31]=1)(=[O:25])=[O:24]. Given the reactants C([O-])(=O)C.C([O-])(=O)C.C1([I+2])C=CC=CC=1.[C:16]1([C:33]2[CH:38]=[CH:37][C:36]([C:39]3[CH:44]=[CH:43][CH:42]=[CH:41][C:40]=3[NH:45][S:46]([C:49]3[CH:54]=[CH:53][C:52]([CH3:55])=[CH:51][CH:50]=3)(=[O:48])=[O:47])=[CH:35][CH:34]=2)[CH:21]=[CH:20][CH:19]=[CH:18][C:17]=1[NH:22][S:23]([C:26]1[CH:31]=[CH:30][C:29]([CH3:32])=[CH:28][CH:27]=1)(=[O:25])=[O:24], predict the reaction product. (8) Given the reactants Cl[C:2]1[C:7]([Cl:8])=[CH:6][CH:5]=[CH:4][N:3]=1.O[CH:10]1[CH2:15][NH:14][CH2:13][CH2:12][CH2:11]1.[OH2:16], predict the reaction product. The product is: [Cl:8][C:7]1[C:2]([N:14]2[CH2:13][CH2:12][CH:11]([OH:16])[CH2:10][CH2:15]2)=[N:3][CH:4]=[CH:5][CH:6]=1.